Dataset: Peptide-MHC class I binding affinity with 185,985 pairs from IEDB/IMGT. Task: Regression. Given a peptide amino acid sequence and an MHC pseudo amino acid sequence, predict their binding affinity value. This is MHC class I binding data. (1) The peptide sequence is NIVTDLENRL. The MHC is HLA-A68:02 with pseudo-sequence HLA-A68:02. The binding affinity (normalized) is 0.123. (2) The peptide sequence is TFHQTLQDPR. The MHC is HLA-A68:01 with pseudo-sequence HLA-A68:01. The binding affinity (normalized) is 0.328. (3) The peptide sequence is LCMLNNSFYY. The MHC is HLA-A26:01 with pseudo-sequence HLA-A26:01. The binding affinity (normalized) is 0. (4) The peptide sequence is KSHAAYIDY. The MHC is HLA-B15:03 with pseudo-sequence HLA-B15:03. The binding affinity (normalized) is 0.952. (5) The peptide sequence is KVMDFGIAR. The MHC is HLA-B15:17 with pseudo-sequence HLA-B15:17. The binding affinity (normalized) is 0.0847. (6) The peptide sequence is FVNRYGVAY. The MHC is HLA-A03:01 with pseudo-sequence HLA-A03:01. The binding affinity (normalized) is 0.0847. (7) The peptide sequence is LLWFHISCL. The MHC is HLA-A02:02 with pseudo-sequence HLA-A02:02. The binding affinity (normalized) is 0.471. (8) The MHC is HLA-B57:01 with pseudo-sequence HLA-B57:01. The binding affinity (normalized) is 0.213. The peptide sequence is MAIHRSLTK. (9) The peptide sequence is VRDVVMPAL. The MHC is HLA-B15:01 with pseudo-sequence HLA-B15:01. The binding affinity (normalized) is 0.0847. (10) The peptide sequence is FVFPLNSKVK. The MHC is HLA-A68:01 with pseudo-sequence HLA-A68:01. The binding affinity (normalized) is 0.799.